From a dataset of Reaction yield outcomes from USPTO patents with 853,638 reactions. Predict the reaction yield, written as a fraction of the theoretical maximum amount of product (1.0 means a 100% yield; for example, 0.34 means a 34% yield). (1) The reactants are [OH:1][CH2:2][CH:3]1[CH2:8][CH2:7][CH2:6][CH:5]([C:9]([O:11][CH3:12])=[O:10])[CH2:4]1.CCN(CC)CC. The catalyst is CS(C)=O. The product is [CH:2]([CH:3]1[CH2:8][CH2:7][CH2:6][CH:5]([C:9]([O:11][CH3:12])=[O:10])[CH2:4]1)=[O:1]. The yield is 0.960. (2) The yield is 0.510. The catalyst is C1C=CC=CC=1. The product is [CH3:1][O:2][C:3](=[O:27])[CH:4]([NH:5][C:6]([C:7]1[CH:12]=[CH:11][CH:10]=[CH:9][CH:8]=1)([C:13]1[CH:14]=[CH:15][CH:16]=[CH:17][CH:18]=1)[C:19]1[CH:24]=[CH:23][CH:22]=[CH:21][CH:20]=1)[CH2:25][O:26][C:64]1[CH:63]=[CH:62][C:61]([CH2:60][CH2:59][CH2:58][CH2:57][NH:56][C:55]([O:54][CH2:47][C:48]2[CH:53]=[CH:52][CH:51]=[CH:50][CH:49]=2)=[O:68])=[CH:66][CH:65]=1. The reactants are [CH3:1][O:2][C:3](=[O:27])[C@H:4]([CH2:25][OH:26])[NH:5][C:6]([C:19]1[CH:24]=[CH:23][CH:22]=[CH:21][CH:20]=1)([C:13]1[CH:18]=[CH:17][CH:16]=[CH:15][CH:14]=1)[C:7]1[CH:12]=[CH:11][CH:10]=[CH:9][CH:8]=1.C1(P(C2C=CC=CC=2)C2C=CC=CC=2)C=CC=CC=1.[CH2:47]([O:54][C:55](=[O:68])[NH:56][CH2:57][CH2:58][CH2:59][CH2:60][C:61]1[CH:66]=[CH:65][C:64](O)=[CH:63][CH:62]=1)[C:48]1[CH:53]=[CH:52][CH:51]=[CH:50][CH:49]=1.N(C(OC(C)C)=O)=NC(OC(C)C)=O. (3) The reactants are C(OC([N:8]1[CH2:13][CH2:12][N:11]([C:14]2[C:15](=[O:33])N(CC(C)C)N=C(C3C=CC(C)=C(F)C=3)C=2C)[CH2:10][CH2:9]1)=O)(C)(C)C.[Cl:34][C:35]1[CH:65]=[CH:64][C:38]([CH:39]=[CH:40][CH2:41][N:42]2[C:47](=[O:48])[C:46]([CH2:49]OS(C)(=O)=O)=[CH:45][C:44]([C:55]3[CH:60]=[CH:59][C:58]([O:61][CH3:62])=[C:57]([F:63])[CH:56]=3)=[N:43]2)=[CH:37][CH:36]=1.N1(CCO)CCNCC1. No catalyst specified. The product is [Cl:34][C:35]1[CH:36]=[CH:37][C:38]([CH:39]=[CH:40][CH2:41][N:42]2[C:47](=[O:48])[C:46]([CH2:49][N:8]3[CH2:13][CH2:12][N:11]([CH2:14][CH2:15][OH:33])[CH2:10][CH2:9]3)=[CH:45][C:44]([C:55]3[CH:60]=[CH:59][C:58]([O:61][CH3:62])=[C:57]([F:63])[CH:56]=3)=[N:43]2)=[CH:64][CH:65]=1. The yield is 0.651. (4) The reactants are Br[C:2]1[O:6][C:5]([C:7]2[C:12]([F:13])=[CH:11][CH:10]=[CH:9][C:8]=2[F:14])=[N:4][C:3]=1[C:15]#[N:16].C([Sn](CCCC)(CCCC)[C:22]1[CH:27]=[CH:26][CH:25]=[CH:24][N:23]=1)CCC.C[OH:37]. The catalyst is C(#N)C.C1C=CC([P]([Pd]([P](C2C=CC=CC=2)(C2C=CC=CC=2)C2C=CC=CC=2)([P](C2C=CC=CC=2)(C2C=CC=CC=2)C2C=CC=CC=2)[P](C2C=CC=CC=2)(C2C=CC=CC=2)C2C=CC=CC=2)(C2C=CC=CC=2)C2C=CC=CC=2)=CC=1. The product is [F:14][C:8]1[CH:9]=[CH:10][CH:11]=[C:12]([F:13])[C:7]=1[C:5]1[O:6][C:2]([C:22]2[CH:27]=[CH:26][CH:25]=[CH:24][N:23]=2)=[C:3]([C:15]([NH2:16])=[O:37])[N:4]=1. The yield is 0.580. (5) The reactants are I[C:2]1[C:10]2[C:5](=[N:6][CH:7]=[N:8][C:9]=2[NH2:11])[N:4]([CH2:12][C:13]2[N:17]([C:18]3[CH:23]=[CH:22][CH:21]=[CH:20][CH:19]=3)[C:16]3[CH:24]=[CH:25][CH:26]=[CH:27][C:15]=3[N:14]=2)[N:3]=1.[F:28][C:29]1[CH:30]=[C:31](B(O)O)[CH:32]=[CH:33][C:34]=1[OH:35].[F-].[Cs+]. The catalyst is COCCOC.O.C1C=CC(P(C2C=CC=CC=2)[C-]2C=CC=C2)=CC=1.C1C=CC(P(C2C=CC=CC=2)[C-]2C=CC=C2)=CC=1.Cl[Pd]Cl.[Fe+2]. The product is [NH2:11][C:9]1[N:8]=[CH:7][N:6]=[C:5]2[N:4]([CH2:12][C:13]3[N:17]([C:18]4[CH:19]=[CH:20][CH:21]=[CH:22][CH:23]=4)[C:16]4[CH:24]=[CH:25][CH:26]=[CH:27][C:15]=4[N:14]=3)[N:3]=[C:2]([C:31]3[CH:32]=[CH:33][C:34]([OH:35])=[C:29]([F:28])[CH:30]=3)[C:10]=12. The yield is 0.340. (6) The reactants are [Cl-].O[NH3+:3].[C:4](=[O:7])([O-])[OH:5].[Na+].CS(C)=O.[F:13][C:14]1[CH:15]=[C:16]([N:22]2[C:27](=[O:28])[C:26]([CH2:29][C:30]3[CH:35]=[CH:34][C:33]([C:36]4[C:37]([C:42]#[N:43])=[CH:38][CH:39]=[CH:40][CH:41]=4)=[CH:32][CH:31]=3)=[C:25]([CH2:44][CH2:45][CH3:46])[N:24]3[N:47]=[CH:48][N:49]=[C:23]23)[CH:17]=[CH:18][C:19]=1[O:20][CH3:21]. The catalyst is C(OCC)(=O)C. The product is [F:13][C:14]1[CH:15]=[C:16]([N:22]2[C:27](=[O:28])[C:26]([CH2:29][C:30]3[CH:31]=[CH:32][C:33]([C:36]4[CH:41]=[CH:40][CH:39]=[CH:38][C:37]=4[C:42]4[NH:3][C:4](=[O:7])[O:5][N:43]=4)=[CH:34][CH:35]=3)=[C:25]([CH2:44][CH2:45][CH3:46])[N:24]3[N:47]=[CH:48][N:49]=[C:23]23)[CH:17]=[CH:18][C:19]=1[O:20][CH3:21]. The yield is 0.600. (7) The reactants are IC1C=CC=C(CC([O-])=O)C=1CC([O-])=O.FC(F)(F)S(O)(=O)=O.[Br:24][C:25]1[CH:30]=[CH:29][C:28]([C:31](=[O:33])[CH3:32])=[C:27]([F:34])[CH:26]=1.C(=O)([O-])O.[Na+].[C:40](#[N:42])[CH3:41]. No catalyst specified. The product is [Br:24][C:25]1[CH:30]=[CH:29][C:28]([C:31]2[O:33][C:40]([CH3:41])=[N:42][CH:32]=2)=[C:27]([F:34])[CH:26]=1. The yield is 0.750. (8) The reactants are [CH3:1][C:2]([O:5][C@H:6]([CH3:44])[C@@H:7]([C:40]([O:42]C)=[O:41])[NH:8][C:9]([C:11]1[CH:16]=[CH:15][C:14]([C:17]2[CH:18]=[N:19][C:20]([O:23][CH3:24])=[CH:21][CH:22]=2)=[CH:13][C:12]=1[NH:25][C:26]([NH:28][C:29]1[C:34]([CH3:35])=[CH:33][C:32]([CH2:36][O:37][CH3:38])=[CH:31][C:30]=1[CH3:39])=[O:27])=[O:10])([CH3:4])[CH3:3].O.[OH-].[Li+].Cl. The catalyst is C1COCC1.CO.O. The product is [CH3:4][C:2]([O:5][C@H:6]([CH3:44])[C@@H:7]([C:40]([OH:42])=[O:41])[NH:8][C:9]([C:11]1[CH:16]=[CH:15][C:14]([C:17]2[CH:18]=[N:19][C:20]([O:23][CH3:24])=[CH:21][CH:22]=2)=[CH:13][C:12]=1[NH:25][C:26]([NH:28][C:29]1[C:30]([CH3:39])=[CH:31][C:32]([CH2:36][O:37][CH3:38])=[CH:33][C:34]=1[CH3:35])=[O:27])=[O:10])([CH3:1])[CH3:3]. The yield is 1.00. (9) The reactants are [C:1]([C:5]1[CH:23]=[C:8]2[N:9]=[C:10]([CH3:22])[C:11]([CH:14]([CH2:19][CH2:20][CH3:21])[C:15]([O:17][CH3:18])=[O:16])=[C:12](Cl)[N:7]2[N:6]=1)([CH3:4])([CH3:3])[CH3:2].[CH:24]1[C:33]2[C:28](=[CH:29][CH:30]=[CH:31][CH:32]=2)[CH:27]=[CH:26][C:25]=1B(O)O.C(N(C(C)C)CC)(C)C. The catalyst is COCCOC.O. The product is [C:1]([C:5]1[CH:23]=[C:8]2[N:9]=[C:10]([CH3:22])[C:11]([CH:14]([CH2:19][CH2:20][CH3:21])[C:15]([O:17][CH3:18])=[O:16])=[C:12]([C:26]3[CH:25]=[CH:24][C:33]4[C:28](=[CH:29][CH:30]=[CH:31][CH:32]=4)[CH:27]=3)[N:7]2[N:6]=1)([CH3:4])([CH3:3])[CH3:2]. The yield is 1.00.